Dataset: Forward reaction prediction with 1.9M reactions from USPTO patents (1976-2016). Task: Predict the product of the given reaction. (1) Given the reactants Cl[C:2]1[C:3](=[O:22])[NH:4][N:5]=[C:6]([O:19][CH2:20][CH3:21])[C:7]=1[NH:8][C@@H:9]1[CH2:14][C@@H:13]2[CH2:15][C@@H:11]([C:12]2([CH3:17])[CH3:16])[C@H:10]1[CH3:18].[H][H], predict the reaction product. The product is: [CH2:20]([O:19][C:6]1[C:7]([NH:8][C@@H:9]2[CH2:14][C@@H:13]3[CH2:15][C@@H:11]([C:12]3([CH3:16])[CH3:17])[C@H:10]2[CH3:18])=[CH:2][C:3](=[O:22])[NH:4][N:5]=1)[CH3:21]. (2) Given the reactants C([BH3-])#N.[Na+].[CH2:5]([O:7][C:8]([C:10]1[NH:11][C:12]2[C:17]([CH:18]=1)=[CH:16][CH:15]=[C:14]([O:19][CH3:20])[CH:13]=2)=[O:9])[CH3:6], predict the reaction product. The product is: [CH2:5]([O:7][C:8]([CH:10]1[CH2:18][C:17]2[C:12](=[CH:13][C:14]([O:19][CH3:20])=[CH:15][CH:16]=2)[NH:11]1)=[O:9])[CH3:6]. (3) Given the reactants Cl[C:2]1[N:7]=[C:6]([NH:8][C:9]2[CH:14]=[CH:13][C:12]3[O:15][CH2:16][CH2:17][O:18][C:11]=3[CH:10]=2)[C:5]([F:19])=[CH:4][N:3]=1.[NH2:20][C:21]1[CH:22]=[N:23][CH:24]=[CH:25][CH:26]=1.CC(C)([O-])C.[Na+].C1C=CC(P(C2C=CC3C(=CC=CC=3)C=2C2C3C(=CC=CC=3)C=CC=2P(C2C=CC=CC=2)C2C=CC=CC=2)C2C=CC=CC=2)=CC=1.C(N(CC)C(C)C)(C)C, predict the reaction product. The product is: [CH2:17]1[CH2:16][O:15][C:12]2[CH:13]=[CH:14][C:9]([NH:8][C:6]3[C:5]([F:19])=[CH:4][N:3]=[C:2]([NH:20][C:21]4[CH:22]=[N:23][CH:24]=[CH:25][CH:26]=4)[N:7]=3)=[CH:10][C:11]=2[O:18]1. (4) Given the reactants [CH2:1]([O:3][CH:4]([O:13][CH2:14][CH3:15])[C:5]1[CH:6]=[CH:7][C:8]([CH:11]=[O:12])=[N:9][CH:10]=1)[CH3:2].C1(C)C=CC(S([CH2:25][N+:26]#[C-:27])(=O)=O)=CC=1.C(=O)([O-])[O-].[K+].[K+].O, predict the reaction product. The product is: [CH2:14]([O:13][CH:4]([O:3][CH2:1][CH3:2])[C:5]1[CH:6]=[CH:7][C:8]([C:11]2[O:12][CH:27]=[N:26][CH:25]=2)=[N:9][CH:10]=1)[CH3:15]. (5) Given the reactants [CH3:1][C:2]1([C:7]2[O:11][C:10]([CH2:12][N:13]3[CH:17]=[C:16]([NH2:18])[CH:15]=[N:14]3)=[CH:9][CH:8]=2)[O:6]CCO1.[CH3:19][O:20][C:21]1[CH:22]=[C:23]([C:27]2[O:31][CH:30]=[N:29][C:28]=2[C:32](O)=[O:33])[CH:24]=[CH:25][CH:26]=1, predict the reaction product. The product is: [C:2]([C:7]1[O:11][C:10]([CH2:12][N:13]2[CH:17]=[C:16]([NH:18][C:32]([C:28]3[N:29]=[CH:30][O:31][C:27]=3[C:23]3[CH:24]=[CH:25][CH:26]=[C:21]([O:20][CH3:19])[CH:22]=3)=[O:33])[CH:15]=[N:14]2)=[CH:9][CH:8]=1)(=[O:6])[CH3:1]. (6) Given the reactants [CH2:1]([C:3]1([CH2:9][NH:10][C:11]2[N:16]=[C:15]([OH:17])[CH:14]=[CH:13][C:12]=2[F:18])[CH2:8][CH2:7][O:6][CH2:5][CH2:4]1)[CH3:2].C(N(CC)CC)C.[F:26][C:27]([F:40])([F:39])[S:28](O[S:28]([C:27]([F:40])([F:39])[F:26])(=[O:30])=[O:29])(=[O:30])=[O:29].C(=O)(O)[O-].[Na+], predict the reaction product. The product is: [F:26][C:27]([F:40])([F:39])[S:28]([O:17][C:15]1[CH:14]=[CH:13][C:12]([F:18])=[C:11]([NH:10][CH2:9][C:3]2([CH2:1][CH3:2])[CH2:4][CH2:5][O:6][CH2:7][CH2:8]2)[N:16]=1)(=[O:30])=[O:29]. (7) Given the reactants ClCCl.C(=O)([O-])[O-].[K+].[K+].Br[C:11]1[CH:20]=[C:19]2[C:14]([C:15]([C:22]([OH:24])=[O:23])=[CH:16][C:17]([CH3:21])=[N:18]2)=[CH:13][CH:12]=1.[CH3:25][C:26]([CH3:48])([CH2:31][O:32][C:33]1[CH:38]=[CH:37][C:36](B2OC(C)(C)C(C)(C)O2)=[CH:35][N:34]=1)[C:27]([O:29][CH3:30])=[O:28], predict the reaction product. The product is: [CH3:30][O:29][C:27](=[O:28])[C:26]([CH3:25])([CH3:48])[CH2:31][O:32][C:33]1[N:34]=[CH:35][C:36]([C:11]2[CH:20]=[C:19]3[C:14]([C:15]([C:22]([OH:24])=[O:23])=[CH:16][C:17]([CH3:21])=[N:18]3)=[CH:13][CH:12]=2)=[CH:37][CH:38]=1.